This data is from Catalyst prediction with 721,799 reactions and 888 catalyst types from USPTO. The task is: Predict which catalyst facilitates the given reaction. (1) Reactant: C[O:2][C:3](=[O:13])[CH2:4][CH2:5][N:6]([CH3:12])[CH2:7][CH2:8][CH2:9][CH2:10][CH3:11].[ClH:14]. Product: [ClH:14].[CH3:12][N:6]([CH2:7][CH2:8][CH2:9][CH2:10][CH3:11])[CH2:5][CH2:4][C:3]([OH:13])=[O:2]. The catalyst class is: 6. (2) Reactant: [OH:1][C:2]1[CH:3]=[C:4]([CH:14]=[C:15]([O:17][C@H:18]([CH2:21][O:22]C)[CH2:19][CH3:20])[CH:16]=1)[C:5]([NH:7][C:8]1[CH:12]=[CH:11][N:10]([CH3:13])[N:9]=1)=[O:6].I[Si](C)(C)C.C(=O)([O-])O.[Na+].S([O-])([O-])(=O)=S.[Na+].[Na+]. Product: [OH:1][C:2]1[CH:3]=[C:4]([CH:14]=[C:15]([O:17][C@H:18]([CH2:21][OH:22])[CH2:19][CH3:20])[CH:16]=1)[C:5]([NH:7][C:8]1[CH:12]=[CH:11][N:10]([CH3:13])[N:9]=1)=[O:6]. The catalyst class is: 10. (3) Reactant: Br[CH2:2][C:3](=O)[C:4]([O:6][CH2:7][CH3:8])=[O:5].[NH2:10][C:11]([NH2:13])=[S:12]. Product: [NH2:13][C:11]1[S:12][CH:2]=[C:3]([C:4]([O:6][CH2:7][CH3:8])=[O:5])[N:10]=1. The catalyst class is: 8. (4) Reactant: [CH3:1][S:2]([C:5]1[CH:10]=[CH:9][C:8]([C:11]2[N:16]=[CH:15][C:14]([O:17][CH2:18][CH:19]3[CH2:24][CH2:23][N:22]([C:25]([O:27][C:28](C)([CH3:30])[CH3:29])=[O:26])[CH2:21][CH2:20]3)=[CH:13][N:12]=2)=[CH:7][CH:6]=1)(=[O:4])=[O:3].C(O)(C(F)(F)F)=O.C(N(C(C)C)CC)(C)C.ClC(OC(C)C)=O. Product: [CH3:1][S:2]([C:5]1[CH:10]=[CH:9][C:8]([C:11]2[N:16]=[CH:15][C:14]([O:17][CH2:18][CH:19]3[CH2:24][CH2:23][N:22]([C:25]([O:27][CH:28]([CH3:30])[CH3:29])=[O:26])[CH2:21][CH2:20]3)=[CH:13][N:12]=2)=[CH:7][CH:6]=1)(=[O:4])=[O:3]. The catalyst class is: 2. (5) Reactant: C([O-])([O-])=O.[K+].[K+].FC(F)(F)C([N:11]1[CH2:20][CH2:19][C:18]2[C:13](=[CH:14][CH:15]=[C:16]([CH2:21][C:22]([O:24][CH2:25][CH3:26])=[O:23])[CH:17]=2)[CH2:12]1)=O.FC(F)(F)C([N:33]1[CH2:42][CH2:41][C:40]2[C:35](=[C:36]([CH2:43][C:44]([O:46][CH2:47][CH3:48])=[O:45])[CH:37]=[CH:38][CH:39]=2)[CH2:34]1)=O. Product: [CH2:12]1[C:13]2[C:18](=[CH:17][C:16]([CH2:21][C:22]([O:24][CH2:25][CH3:26])=[O:23])=[CH:15][CH:14]=2)[CH2:19][CH2:20][NH:11]1.[CH2:34]1[C:35]2[C:40](=[CH:39][CH:38]=[CH:37][C:36]=2[CH2:43][C:44]([O:46][CH2:47][CH3:48])=[O:45])[CH2:41][CH2:42][NH:33]1. The catalyst class is: 88. (6) Reactant: [Cl:1][C:2]1[CH:16]=[CH:15][C:14]([Cl:17])=[CH:13][C:3]=1[C:4]([C:6]1[CH:11]=[CH:10][C:9](F)=[CH:8][CH:7]=1)=[O:5].[NH:18]1[CH:22]=[CH:21][CH:20]=[CH:19]1.C(=O)([O-])[O-].[K+].[K+].O. Product: [Cl:1][C:2]1[CH:16]=[CH:15][C:14]([Cl:17])=[CH:13][C:3]=1[C:4]([C:6]1[CH:11]=[CH:10][C:9]([N:18]2[CH:22]=[CH:21][CH:20]=[CH:19]2)=[CH:8][CH:7]=1)=[O:5]. The catalyst class is: 11. (7) Product: [CH2:1]([O:3][C:4]([C:6]1[N:7]=[CH:8][S:9][C:10]=1[CH2:11][OH:12])=[O:5])[CH3:2]. The catalyst class is: 8. Reactant: [CH2:1]([O:3][C:4]([C:6]1[N:7]=[CH:8][S:9][C:10]=1[C:11](OCC)=[O:12])=[O:5])[CH3:2].[BH4-].[Na+].O.Cl.